This data is from Catalyst prediction with 721,799 reactions and 888 catalyst types from USPTO. The task is: Predict which catalyst facilitates the given reaction. (1) Reactant: [CH:1]1([CH:4]2[N:8]([CH2:9][C:10]3[CH:15]=[CH:14][CH:13]=[CH:12][CH:11]=3)[C:7](=O)[CH2:6][CH2:5]2)[CH2:3][CH2:2]1.S(C)C. Product: [CH:1]1([CH:4]2[CH2:5][CH2:6][CH2:7][N:8]2[CH2:9][C:10]2[CH:11]=[CH:12][CH:13]=[CH:14][CH:15]=2)[CH2:3][CH2:2]1. The catalyst class is: 1. (2) Reactant: [NH:1]1[C:9]2[C:4](=[CH:5][CH:6]=[C:7]([CH:10]=[O:11])[CH:8]=2)[CH:3]=[CH:2]1.C(=O)([O-])[O-].[K+].[K+].[CH3:18][C:19]1[CH:26]=[CH:25][CH:24]=[C:23]([CH3:27])[C:20]=1[CH2:21]Cl. The catalyst class is: 9. Product: [CH3:18][C:19]1[CH:26]=[CH:25][CH:24]=[C:23]([CH3:27])[C:20]=1[CH2:21][N:1]1[C:9]2[C:4](=[CH:5][CH:6]=[C:7]([CH:10]=[O:11])[CH:8]=2)[CH:3]=[CH:2]1. (3) Reactant: [NH2:1][CH2:2][CH:3]([C:11]1[NH:12][C:13]2[C:18]([CH:19]=1)=[CH:17][CH:16]=[CH:15][N:14]=2)[O:4][CH:5]1[CH2:10][CH2:9][CH2:8][CH2:7][O:6]1.CCN(C(C)C)C(C)C.Cl[C:30](Cl)([O:32]C(=O)OC(Cl)(Cl)Cl)Cl. Product: [O:6]1[CH2:7][CH2:8][CH2:9][CH2:10][CH:5]1[O:4][CH:3]1[CH2:2][NH:1][C:30](=[O:32])[N:12]2[C:13]3[N:14]=[CH:15][CH:16]=[CH:17][C:18]=3[CH:19]=[C:11]12. The catalyst class is: 2. (4) Reactant: [CH3:1][O:2][C:3]1[CH:8]=[CH:7][C:6](B(O)O)=[CH:5][CH:4]=1.Br[C:13]1[CH:14]=[C:15]([CH:18]=[CH:19][C:20]=1[Cl:21])[CH:16]=[O:17].C(=O)([O-])[O-].[K+].[K+]. Product: [Cl:21][C:20]1[CH:19]=[CH:18][C:15]([CH:16]=[O:17])=[CH:14][C:13]=1[C:6]1[CH:7]=[CH:8][C:3]([O:2][CH3:1])=[CH:4][CH:5]=1. The catalyst class is: 335. (5) Reactant: [NH2:1][C@H:2]([CH2:32][C:33]1[CH:38]=[CH:37][CH:36]=[CH:35][CH:34]=1)[C:3]([N:5]1[CH2:10][CH2:9][CH:8]([N:11]2[C:16](=[O:17])[C:15]([CH2:20][CH3:21])([CH2:18][CH3:19])[CH2:14][C:13]([C:22]3[CH:27]=[CH:26][C:25]([O:28][CH3:29])=[C:24]([O:30][CH3:31])[CH:23]=3)=[N:12]2)[CH2:7][CH2:6]1)=[O:4].[CH:39]1([CH2:42][O:43][C:44]2[CH:52]=[CH:51][C:47]3[O:48][CH2:49][O:50][C:46]=3[C:45]=2[C:53]2[C:54]3[NH:61][CH:60]=[C:59]([C:62](O)=[O:63])[C:55]=3[N:56]=[CH:57][N:58]=2)[CH2:41][CH2:40]1.CCOC(C(C#N)=NOC(N1CCOCC1)=[N+](C)C)=O.F[P-](F)(F)(F)(F)F.CCN(C(C)C)C(C)C. Product: [CH:39]1([CH2:42][O:43][C:44]2[CH:52]=[CH:51][C:47]3[O:48][CH2:49][O:50][C:46]=3[C:45]=2[C:53]2[C:54]3[NH:61][CH:60]=[C:59]([C:62]([NH:1][C@H:2]([CH2:32][C:33]4[CH:38]=[CH:37][CH:36]=[CH:35][CH:34]=4)[C:3]([N:5]4[CH2:6][CH2:7][CH:8]([N:11]5[C:16](=[O:17])[C:15]([CH2:20][CH3:21])([CH2:18][CH3:19])[CH2:14][C:13]([C:22]6[CH:27]=[CH:26][C:25]([O:28][CH3:29])=[C:24]([O:30][CH3:31])[CH:23]=6)=[N:12]5)[CH2:9][CH2:10]4)=[O:4])=[O:63])[C:55]=3[N:56]=[CH:57][N:58]=2)[CH2:40][CH2:41]1. The catalyst class is: 2. (6) Reactant: [NH2:1][CH2:2][CH2:3][CH2:4][C:5]#[C:6][C:7]1[CH:8]=[C:9]([CH:24]=[CH:25][CH:26]=1)[O:10][CH:11]1[CH2:16][CH2:15][N:14]([C:17]([O:19][C:20]([CH3:23])([CH3:22])[CH3:21])=[O:18])[CH2:13][CH2:12]1.[CH3:27][C:28]([O:31][C:32]([NH:34][C@H:35]([C:39](O)=[O:40])[CH2:36][C:37]#[CH:38])=[O:33])([CH3:30])[CH3:29].C(N(C(C)C)C(C)C)C.CN(C(ON1N=NC2C=CC=CC1=2)=[N+](C)C)C.F[P-](F)(F)(F)(F)F. Product: [C:28]([O:31][C:32]([NH:34][C@@H:35]([CH2:36][C:37]#[CH:38])[C:39]([NH:1][CH2:2][CH2:3][CH2:4][C:5]#[C:6][C:7]1[CH:8]=[C:9]([CH:24]=[CH:25][CH:26]=1)[O:10][CH:11]1[CH2:12][CH2:13][N:14]([C:17]([O:19][C:20]([CH3:21])([CH3:22])[CH3:23])=[O:18])[CH2:15][CH2:16]1)=[O:40])=[O:33])([CH3:30])([CH3:29])[CH3:27]. The catalyst class is: 3. (7) Reactant: [CH3:1][CH:2]([C:5]1[CH:10]=[CH:9][C:8]([C:11]2[C:12]([NH2:17])=[N:13][CH:14]=[CH:15][CH:16]=2)=[CH:7][CH:6]=1)[CH2:3][CH3:4].[H-].[Na+].Cl[CH2:21][CH2:22][S:23](Cl)(=[O:25])=[O:24].O. Product: [CH3:1][CH:2]([C:5]1[CH:10]=[CH:9][C:8]([C:11]2[C:12]3=[N:17][S:23](=[O:25])(=[O:24])[CH2:22][CH2:21][N:13]3[CH:14]=[CH:15][CH:16]=2)=[CH:7][CH:6]=1)[CH2:3][CH3:4]. The catalyst class is: 134. (8) Product: [CH3:10][O:11][C:12](=[O:20])[C:13]1[CH:18]=[CH:17][C:16]([O:19][C:2]2[CH:3]=[CH:4][C:5]([CH:8]=[O:9])=[CH:6][N:7]=2)=[CH:15][CH:14]=1. Reactant: Br[C:2]1[N:7]=[CH:6][C:5]([CH:8]=[O:9])=[CH:4][CH:3]=1.[CH3:10][O:11][C:12](=[O:20])[C:13]1[CH:18]=[CH:17][C:16]([OH:19])=[CH:15][CH:14]=1.C([O-])([O-])=O.[K+].[K+]. The catalyst class is: 3. (9) Reactant: CN(C=O)C.[H-].[Na+].[N+:8]([C:11]1[N:16]=[CH:15][C:14]2[CH:17]=[CH:18][O:19][C:13]=2[C:12]=1[OH:20])([O-:10])=[O:9].Br[CH2:22][C:23]1[CH:28]=[CH:27][C:26]([NH:29][C:30]([C:32]2[C:33](=[O:45])[N:34]([C:38]3[CH:43]=[CH:42][C:41]([F:44])=[CH:40][CH:39]=3)[CH:35]=[CH:36][CH:37]=2)=[O:31])=[CH:25][CH:24]=1. Product: [N+:8]([C:11]1[N:16]=[CH:15][C:14]2[CH:17]=[CH:18][O:19][C:13]=2[C:12]=1[O:20][CH2:22][C:23]1[CH:28]=[CH:27][C:26]([NH:29][C:30]([C:32]2[C:33](=[O:45])[N:34]([C:38]3[CH:39]=[CH:40][C:41]([F:44])=[CH:42][CH:43]=3)[CH:35]=[CH:36][CH:37]=2)=[O:31])=[CH:25][CH:24]=1)([O-:10])=[O:9]. The catalyst class is: 6. (10) Reactant: [Br-:1].[K+].N[CH:4]([CH2:8][CH2:9][CH2:10][CH2:11][NH:12][C:13]([O:15][CH2:16][C:17]1[CH:22]=[CH:21][CH:20]=[CH:19][CH:18]=1)=[O:14])[C:5]([OH:7])=[O:6]. Product: [CH2:16]([O:15][C:13]([NH:12][CH2:11][CH2:10][CH2:9][CH2:8][C@H:4]([Br:1])[C:5]([OH:7])=[O:6])=[O:14])[C:17]1[CH:22]=[CH:21][CH:20]=[CH:19][CH:18]=1. The catalyst class is: 201.